This data is from Forward reaction prediction with 1.9M reactions from USPTO patents (1976-2016). The task is: Predict the product of the given reaction. (1) Given the reactants [CH3:1][O:2][P:3]([O-:6])[O:4][CH3:5].[H-].[Na+].[O:9]([CH2:16][CH2:17][CH2:18]Br)[C:10]1[CH:15]=[CH:14][CH:13]=[CH:12][CH:11]=1, predict the reaction product. The product is: [CH3:1][O:2][P:3]([CH2:18][CH2:17][CH2:16][O:9][C:10]1[CH:15]=[CH:14][CH:13]=[CH:12][CH:11]=1)(=[O:6])[O:4][CH3:5]. (2) The product is: [Cl:1][C:2]1[NH:3][C:4]([C:9]2[CH:14]=[CH:13][CH:12]=[CH:11][CH:10]=2)=[N:5][C:6]=1[CH2:7][N:45]1[CH2:46][CH2:47][N:42]([C:40](=[O:41])[CH2:39][O:38][CH2:37][CH:32]2[CH2:33][CH2:34][CH2:35][CH2:36][N:31]2[S:28]([C:24]2[C:23]([CH3:48])=[CH:22][C:21]([O:20][CH3:19])=[CH:26][C:25]=2[CH3:27])(=[O:29])=[O:30])[CH2:43][CH2:44]1. Given the reactants [Cl:1][C:2]1[N:3]=[C:4]([C:9]2[CH:14]=[CH:13][CH:12]=[CH:11][CH:10]=2)[NH:5][C:6]=1[CH:7]=O.C(O)(=O)C.[CH3:19][O:20][C:21]1[CH:26]=[C:25]([CH3:27])[C:24]([S:28]([N:31]2[CH2:36][CH2:35][CH2:34][CH2:33][CH:32]2[CH2:37][O:38][CH2:39][C:40]([N:42]2[CH2:47][CH2:46][NH:45][CH2:44][CH2:43]2)=[O:41])(=[O:30])=[O:29])=[C:23]([CH3:48])[CH:22]=1.C(O[BH-](OC(=O)C)OC(=O)C)(=O)C.[Na+], predict the reaction product.